This data is from Peptide-MHC class II binding affinity with 134,281 pairs from IEDB. The task is: Regression. Given a peptide amino acid sequence and an MHC pseudo amino acid sequence, predict their binding affinity value. This is MHC class II binding data. (1) The peptide sequence is KDVTFRNITGTSSTP. The MHC is HLA-DPA10103-DPB10201 with pseudo-sequence HLA-DPA10103-DPB10201. The binding affinity (normalized) is 0.298. (2) The peptide sequence is DRDFIEGVHGGTWVS. The MHC is DRB1_0301 with pseudo-sequence DRB1_0301. The binding affinity (normalized) is 0. (3) The peptide sequence is PFILDGDNLFPKV. The MHC is HLA-DQA10501-DQB10201 with pseudo-sequence HLA-DQA10501-DQB10201. The binding affinity (normalized) is 0.717. (4) The peptide sequence is IIPDGYKLIDNSLIL. The MHC is DRB1_1101 with pseudo-sequence DRB1_1101. The binding affinity (normalized) is 0.410. (5) The peptide sequence is DMFFATVGFALGVFV. The MHC is DRB3_0101 with pseudo-sequence DRB3_0101. The binding affinity (normalized) is 0.226. (6) The peptide sequence is YTVFETALKKAITAM. The MHC is DRB1_0101 with pseudo-sequence DRB1_0101. The binding affinity (normalized) is 0.631.